From a dataset of Forward reaction prediction with 1.9M reactions from USPTO patents (1976-2016). Predict the product of the given reaction. (1) Given the reactants [N+:1]([C:4]1[CH:9]=[CH:8][C:7]([C:10]2[N:14]=[CH:13][N:12]([C:15]3[CH:20]=[CH:19][C:18]([C:21]([F:24])([F:23])[F:22])=[CH:17][CH:16]=3)[N:11]=2)=[CH:6][CH:5]=1)([O-])=O, predict the reaction product. The product is: [F:24][C:21]([F:22])([F:23])[C:18]1[CH:17]=[CH:16][C:15]([N:12]2[CH:13]=[N:14][C:10]([C:7]3[CH:8]=[CH:9][C:4]([NH2:1])=[CH:5][CH:6]=3)=[N:11]2)=[CH:20][CH:19]=1. (2) Given the reactants C(OC(=O)[NH:7][C:8]1[S:9][CH:10]=[C:11]([C:13](=[O:36])[NH:14][C:15]2[CH:20]=[CH:19][CH:18]=[C:17]([CH2:21][NH:22][C:23]3[C:32]4[C:27](=[C:28]([C:33](=[O:35])[NH2:34])[CH:29]=[CH:30][CH:31]=4)[N:26]=[CH:25][N:24]=3)[CH:16]=2)[N:12]=1)(C)(C)C.Cl, predict the reaction product. The product is: [NH2:7][C:8]1[S:9][CH:10]=[C:11]([C:13]([NH:14][C:15]2[CH:16]=[C:17]([CH:18]=[CH:19][CH:20]=2)[CH2:21][NH:22][C:23]2[C:32]3[C:27](=[C:28]([C:33]([NH2:34])=[O:35])[CH:29]=[CH:30][CH:31]=3)[N:26]=[CH:25][N:24]=2)=[O:36])[N:12]=1. (3) Given the reactants [NH2:1][C:2]1[CH:17]=[CH:16][C:5]([O:6][C:7]2[CH:12]=[CH:11][N:10]=[C:9]([C:13]([NH2:15])=[O:14])[CH:8]=2)=[CH:4][CH:3]=1.[O:18]=[C:19]1[N:23]([C:24]2[CH:29]=[CH:28][CH:27]=[CH:26][CH:25]=2)[N:22]2[CH2:30][CH2:31][CH2:32][C:21]2=[C:20]1[C:33](O)=[O:34].C1C=NC2N(O)N=NC=2C=1.CCN=C=NCCCN(C)C, predict the reaction product. The product is: [C:13]([C:9]1[CH:8]=[C:7]([O:6][C:5]2[CH:16]=[CH:17][C:2]([NH:1][C:33]([C:20]3[C:19](=[O:18])[N:23]([C:24]4[CH:25]=[CH:26][CH:27]=[CH:28][CH:29]=4)[N:22]4[CH2:30][CH2:31][CH2:32][C:21]=34)=[O:34])=[CH:3][CH:4]=2)[CH:12]=[CH:11][N:10]=1)(=[O:14])[NH2:15]. (4) Given the reactants [F:1][C:2]1[CH:3]=[C:4]([CH2:8][C:9]#[N:10])[CH:5]=[CH:6][CH:7]=1.Br[CH2:12][CH2:13][CH2:14][CH2:15][CH2:16]Br.[H-].[Na+], predict the reaction product. The product is: [F:1][C:2]1[CH:3]=[C:4]([C:8]2([C:9]#[N:10])[CH2:16][CH2:15][CH2:14][CH2:13][CH2:12]2)[CH:5]=[CH:6][CH:7]=1. (5) The product is: [C:1]([NH:10][C@@H:9]1[C@@H:11]([OH:12])[C@H:13]([OH:14])[C@@H:15]([CH2:17][OH:18])[O:16][CH:8]1[OH:7])(=[O:5])[CH:2]([CH3:4])[OH:3]. Given the reactants [C:1](O)(=[O:5])[CH:2]([CH3:4])[OH:3].[OH:7][CH:8]1[O:16][C@H:15]([CH2:17][OH:18])[C@@H:13]([OH:14])[C@H:11]([OH:12])[C@H:9]1[NH2:10], predict the reaction product.